Dataset: Forward reaction prediction with 1.9M reactions from USPTO patents (1976-2016). Task: Predict the product of the given reaction. (1) Given the reactants [Br:1][C:2]1[N:11]=[C:5]2[CH:6]=[C:7]([NH2:10])[CH:8]=[CH:9][N:4]2[N:3]=1.[CH2:12]([O:14][C:15]([C:17]1[CH:18]=[N:19][N:20]([CH3:25])[C:21]=1[C:22](O)=[O:23])=[O:16])[CH3:13].CCCP(=O)=O.C(N(CC)C(C)C)(C)C, predict the reaction product. The product is: [CH2:12]([O:14][C:15]([C:17]1[CH:18]=[N:19][N:20]([CH3:25])[C:21]=1[C:22](=[O:23])[NH:10][C:7]1[CH:8]=[CH:9][N:4]2[N:3]=[C:2]([Br:1])[N:11]=[C:5]2[CH:6]=1)=[O:16])[CH3:13]. (2) Given the reactants ON1[C:6]2[CH:7]=[CH:8][CH:9]=[CH:10][C:5]=2N=N1.Cl.[CH3:12][C:13]1[CH:14]=[CH:15][C:16]([C@@H:19]([NH2:21])[CH3:20])=[N:17][CH:18]=1.C(N(CC)C(C)C)(C)C.O.[CH2:32]1[CH2:36][O:35][CH2:34][CH2:33]1, predict the reaction product. The product is: [CH3:12][C:13]1[CH:14]=[CH:15][C:16]([C@@H:19]([NH:21][C:34]([C@H:33]2[CH2:32][C@@H:36]2[C:5]2[CH:10]=[CH:9][CH:8]=[CH:7][CH:6]=2)=[O:35])[CH3:20])=[N:17][CH:18]=1. (3) Given the reactants Br[C:2]1[N:6]2[C:7]3[C:12]([N:13]=[C:14]([CH3:15])[C:5]2=[C:4]([CH3:17])[N:3]=1)=[CH:11][CH:10]=[C:9]([F:16])[CH:8]=3.[F:18][C:19]([F:30])([F:29])[C:20]1[CH:25]=[CH:24][CH:23]=[CH:22][C:21]=1B(O)O.C([O-])([O-])=O.[K+].[K+], predict the reaction product. The product is: [F:16][C:9]1[CH:8]=[C:7]2[C:12]([N:13]=[C:14]([CH3:15])[C:5]3[N:6]2[C:2]([C:21]2[CH:22]=[CH:23][CH:24]=[CH:25][C:20]=2[C:19]([F:30])([F:29])[F:18])=[N:3][C:4]=3[CH3:17])=[CH:11][CH:10]=1. (4) Given the reactants [NH2:1][C:2]1[N:6]([CH3:7])[N:5]=[CH:4][C:3]=1[CH2:8][CH2:9][CH2:10][NH:11][CH:12]=[O:13].C(N(CC)CC)C.[C:21]1([C:27](Cl)([C:34]2[CH:39]=[CH:38][CH:37]=[CH:36][CH:35]=2)[C:28]2[CH:33]=[CH:32][CH:31]=[CH:30][CH:29]=2)[CH:26]=[CH:25][CH:24]=[CH:23][CH:22]=1, predict the reaction product. The product is: [CH3:7][N:6]1[C:2]([NH:1][C:27]([C:21]2[CH:26]=[CH:25][CH:24]=[CH:23][CH:22]=2)([C:34]2[CH:35]=[CH:36][CH:37]=[CH:38][CH:39]=2)[C:28]2[CH:29]=[CH:30][CH:31]=[CH:32][CH:33]=2)=[C:3]([CH2:8][CH2:9][CH2:10][NH:11][CH:12]=[O:13])[CH:4]=[N:5]1. (5) Given the reactants N1C=CN=C1.[C:6]1([CH:13]=[CH:12][C:10]([OH:11])=[CH:9][CH:8]=1)[OH:7].[Si:14](Cl)([C:17]([CH3:20])([CH3:19])[CH3:18])([CH3:16])[CH3:15], predict the reaction product. The product is: [Si:14]([O:7][C:6]1[CH:13]=[CH:12][C:10]([OH:11])=[CH:9][CH:8]=1)([C:17]([CH3:20])([CH3:19])[CH3:18])([CH3:16])[CH3:15]. (6) Given the reactants [CH3:1][C@@:2]([S:43]([CH3:46])(=[O:45])=[O:44])([CH2:13][CH2:14][N:15]1[CH:20]=[CH:19][C:18]([C:21]2[CH:26]=[CH:25][C:24]([O:27][CH2:28][C@H:29]3[CH2:34][CH2:33][C@H:32]([O:35]C4CCCCO4)[CH2:31][CH2:30]3)=[CH:23][CH:22]=2)=[CH:17][C:16]1=[O:42])[C:3]([NH:5][O:6]C1CCCCO1)=[O:4].ONC(=O)[C@](C)(S(C)(=O)=O)CCN1C=CC(C2C=CC(OC[C@H]3CC[C@@H](O)CC3)=CC=2)=CC1=O, predict the reaction product. The product is: [OH:6][NH:5][C:3](=[O:4])[C@:2]([CH3:1])([S:43]([CH3:46])(=[O:45])=[O:44])[CH2:13][CH2:14][N:15]1[CH:20]=[CH:19][C:18]([C:21]2[CH:26]=[CH:25][C:24]([O:27][CH2:28][C@H:29]3[CH2:30][CH2:31][C@H:32]([OH:35])[CH2:33][CH2:34]3)=[CH:23][CH:22]=2)=[CH:17][C:16]1=[O:42]. (7) Given the reactants [C:1]([C:3]1[N:7]=[C:6]([C:8]2[CH:13]=[CH:12][CH:11]=[C:10]([CH2:14][CH2:15][CH2:16][CH2:17][CH2:18][CH3:19])[CH:9]=2)[N:5]([CH3:20])[C:4]=1[C:21]([N:23]1[CH2:28][CH2:27][CH:26]([N:29]2[CH2:33][CH2:32][CH2:31][CH2:30]2)[CH2:25][CH2:24]1)=[O:22])#[CH:2], predict the reaction product. The product is: [CH2:1]([C:3]1[N:7]=[C:6]([C:8]2[CH:13]=[CH:12][CH:11]=[C:10]([CH2:14][CH2:15][CH2:16][CH2:17][CH2:18][CH3:19])[CH:9]=2)[N:5]([CH3:20])[C:4]=1[C:21]([N:23]1[CH2:28][CH2:27][CH:26]([N:29]2[CH2:30][CH2:31][CH2:32][CH2:33]2)[CH2:25][CH2:24]1)=[O:22])[CH3:2]. (8) Given the reactants Br[C:2]1[C:3]([C:21]2[CH:26]=[CH:25][C:24]([F:27])=[CH:23][CH:22]=2)=[N:4][N:5]([CH3:20])[C:6]=1[N:7]1[CH2:12][CH2:11][N:10]([C:13]([O:15][C:16]([CH3:19])([CH3:18])[CH3:17])=[O:14])[CH2:9][CH2:8]1.CC1(C)C(C)(C)OB([C:36]2[CH:37]=[CH:38][C:39]3[N:40]([CH:42]=[C:43]([NH:45][C:46](=[O:48])[CH3:47])[N:44]=3)[N:41]=2)O1.[O-]P([O-])([O-])=O.[K+].[K+].[K+], predict the reaction product. The product is: [C:46]([NH:45][C:43]1[N:44]=[C:39]2[CH:38]=[CH:37][C:36]([C:2]3[C:3]([C:21]4[CH:26]=[CH:25][C:24]([F:27])=[CH:23][CH:22]=4)=[N:4][N:5]([CH3:20])[C:6]=3[N:7]3[CH2:8][CH2:9][N:10]([C:13]([O:15][C:16]([CH3:18])([CH3:19])[CH3:17])=[O:14])[CH2:11][CH2:12]3)=[N:41][N:40]2[CH:42]=1)(=[O:48])[CH3:47]. (9) Given the reactants [O:1]1[CH2:6][CH2:5][O:4][C:3]2[CH:7]=[C:8]([C@@H:11]([OH:21])[C@H:12]([NH:19][CH3:20])[CH2:13][N:14]3[CH2:18][CH2:17][CH2:16][CH2:15]3)[CH:9]=[CH:10][C:2]1=2.CCN(C(C)C)C(C)C.[C:31](Cl)(=[O:40])[CH2:32][CH2:33][C:34]1[CH:39]=[CH:38][CH:37]=[CH:36][CH:35]=1, predict the reaction product. The product is: [O:1]1[CH2:6][CH2:5][O:4][C:3]2[CH:7]=[C:8]([C@@H:11]([OH:21])[C@H:12]([N:19]([CH3:20])[C:31](=[O:40])[CH2:32][CH2:33][C:34]3[CH:39]=[CH:38][CH:37]=[CH:36][CH:35]=3)[CH2:13][N:14]3[CH2:15][CH2:16][CH2:17][CH2:18]3)[CH:9]=[CH:10][C:2]1=2.